Dataset: Reaction yield outcomes from USPTO patents with 853,638 reactions. Task: Predict the reaction yield, written as a fraction of the theoretical maximum amount of product (1.0 means a 100% yield; for example, 0.34 means a 34% yield). (1) The reactants are [H-].[Na+].[CH3:3][C:4]1[O:8][N:7]=[C:6]([C:9]2[CH:14]=[CH:13][CH:12]=[CH:11][CH:10]=2)[C:5]=1[CH2:15][OH:16].F[C:18]1[CH:23]=[CH:22][CH:21]=[C:20]([CH3:24])[N:19]=1.[Cl-].[Na+]. The catalyst is C1COCC1. The product is [CH3:24][C:20]1[CH:21]=[CH:22][CH:23]=[C:18]([O:16][CH2:15][C:5]2[C:6]([C:9]3[CH:14]=[CH:13][CH:12]=[CH:11][CH:10]=3)=[N:7][O:8][C:4]=2[CH3:3])[N:19]=1. The yield is 0.480. (2) The reactants are [F:1][C:2]1[CH:7]=[C:6]([S:8][CH3:9])[CH:5]=[CH:4][C:3]=1[NH:10][C:11]1[C:12]([C:20]([O:22]CC)=O)=[N:13][N:14]([CH3:19])[C:15](=[O:18])[C:16]=1[CH3:17].C([O:27][CH2:28][CH2:29][O:30][NH2:31])=C. No catalyst specified. The product is [F:1][C:2]1[CH:7]=[C:6]([S:8][CH3:9])[CH:5]=[CH:4][C:3]=1[NH:10][C:11]1[C:12]([C:20]([NH:31][O:30][CH2:29][CH2:28][OH:27])=[O:22])=[N:13][N:14]([CH3:19])[C:15](=[O:18])[C:16]=1[CH3:17]. The yield is 0.780. (3) The product is [CH2:20]([N:8]1[C:9](=[O:14])[CH2:10][CH2:11][CH2:12][C:13]2[C:3]([O:2][CH3:1])=[C:4]([N+:15]([O-:17])=[O:16])[CH:5]=[CH:6][C:7]1=2)[CH3:21]. The reactants are [CH3:1][O:2][C:3]1[C:13]2[CH2:12][CH2:11][CH2:10][C:9](=[O:14])[NH:8][C:7]=2[CH:6]=[CH:5][C:4]=1[N+:15]([O-:17])=[O:16].[H-].[Na+].[CH2:20](I)[CH3:21]. The yield is 0.785. The catalyst is CN(C)C=O. (4) The reactants are [F:1][C:2]1[CH:7]=[CH:6][C:5]([CH2:8][C:9]([N:11]2[C@@H:15]([CH:16]([CH3:18])[CH3:17])[CH2:14][O:13][C:12]2=[O:19])=[O:10])=[CH:4][CH:3]=1.[CH3:20][Si]([N-][Si](C)(C)C)(C)C.[Na+].CI.CC(O)=O. The catalyst is C1COCC1.CCOCC. The product is [F:1][C:2]1[CH:7]=[CH:6][C:5]([C@H:8]([CH3:20])[C:9]([N:11]2[C@@H:15]([CH:16]([CH3:17])[CH3:18])[CH2:14][O:13][C:12]2=[O:19])=[O:10])=[CH:4][CH:3]=1. The yield is 0.810. (5) The reactants are [NH2:1][C@@H:2]1[C:11]2[C:6](=[CH:7][CH:8]=[CH:9][CH:10]=2)[C@H:5]([OH:12])[CH2:4][CH2:3]1.[H-].[Na+].F[C:16]1[CH:17]=[CH:18][C:19]2[N:20]([C:22]([CH2:25][N:26]3[CH2:31][CH2:30][N:29]([CH3:32])[CH2:28][CH2:27]3)=[N:23][N:24]=2)[CH:21]=1. The catalyst is CN(C=O)C. The product is [CH3:32][N:29]1[CH2:28][CH2:27][N:26]([CH2:25][C:22]2[N:20]3[CH:21]=[C:16]([O:12][C@H:5]4[C:6]5[C:11](=[CH:10][CH:9]=[CH:8][CH:7]=5)[C@@H:2]([NH2:1])[CH2:3][CH2:4]4)[CH:17]=[CH:18][C:19]3=[N:24][N:23]=2)[CH2:31][CH2:30]1. The yield is 0.500. (6) The reactants are O.[NH2:2][NH2:3].Cl[CH2:5][CH2:6][CH2:7][NH:8][C:9](=[O:15])[O:10][C:11]([CH3:14])([CH3:13])[CH3:12]. The catalyst is C(O)C. The product is [NH:2]([CH2:5][CH2:6][CH2:7][NH:8][C:9](=[O:15])[O:10][C:11]([CH3:14])([CH3:13])[CH3:12])[NH2:3]. The yield is 0.430.